Dataset: Forward reaction prediction with 1.9M reactions from USPTO patents (1976-2016). Task: Predict the product of the given reaction. Given the reactants [F:1][C:2]([F:16])([F:15])[C:3]1[CH:8]=[C:7]([C:9]([F:12])([F:11])[F:10])[CH:6]=[C:5]([NH2:13])[C:4]=1[NH2:14].[N:17]#[C:18]Br, predict the reaction product. The product is: [F:1][C:2]([F:15])([F:16])[C:3]1[C:4]2[N:14]=[C:18]([NH2:17])[NH:13][C:5]=2[CH:6]=[C:7]([C:9]([F:12])([F:11])[F:10])[CH:8]=1.